This data is from Catalyst prediction with 721,799 reactions and 888 catalyst types from USPTO. The task is: Predict which catalyst facilitates the given reaction. (1) Reactant: [F:1][C:2]1[CH:10]=[CH:9][C:5]([C:6]([OH:8])=[O:7])=[C:4]([OH:11])[CH:3]=1.[Br:12]N1C(=O)CCC1=O. Product: [Br:12][C:10]1[C:2]([F:1])=[CH:3][C:4]([OH:11])=[C:5]([CH:9]=1)[C:6]([OH:8])=[O:7]. The catalyst class is: 42. (2) Reactant: C(OC([N:11]([C:23]1([C:30]([O:32][CH2:33][CH3:34])=[O:31])[CH2:27][C:26](=[O:28])[NH:25][C:24]1=[O:29])[NH:12]C(OCC1C=CC=CC=1)=O)=O)C1C=CC=CC=1.[H][H]. Product: [NH:11]([C:23]1([C:30]([O:32][CH2:33][CH3:34])=[O:31])[CH2:27][C:26](=[O:28])[NH:25][C:24]1=[O:29])[NH2:12]. The catalyst class is: 8. (3) Reactant: [CH2:1]1[C:9]2[C:8]3[CH:10]=[CH:11][CH:12]=[CH:13][C:7]=3[O:6][C:5]=2[CH2:4][CH2:3][CH:2]1[NH2:14].[C:15]1([CH2:21][C:22](Cl)=[O:23])[CH:20]=[CH:19][CH:18]=[CH:17][CH:16]=1.C(N(CC)CC)C. Product: [C:15]1([CH2:21][C:22]([NH:14][C:2]2[CH:3]=[CH:4][C:5]3[O:6][C:7]4[CH2:13][CH2:12][CH2:11][CH2:10][C:8]=4[C:9]=3[CH:1]=2)=[O:23])[CH:20]=[CH:19][CH:18]=[CH:17][CH:16]=1. The catalyst class is: 7. (4) Reactant: [CH:1]12[O:7][CH:4]([CH2:5][CH2:6]1)[CH2:3][CH:2]2[O:8][C:9]1[CH:18]=[C:17]2[C:12]([C:13]([NH:19][C:20]3[CH:25]=[CH:24][C:23]([F:26])=[C:22]([Cl:27])[CH:21]=3)=[N:14][CH:15]=[N:16]2)=[CH:11][C:10]=1[NH:28][C:29](=[O:34])/[CH:30]=[CH:31]/[CH2:32]Br.[NH:35]1[CH2:40][CH2:39][CH2:38][CH2:37][CH2:36]1.C(=O)([O-])[O-].[Cs+].[Cs+].O. Product: [CH:1]12[O:7][CH:4]([CH2:5][CH2:6]1)[CH2:3][CH:2]2[O:8][C:9]1[CH:18]=[C:17]2[C:12]([C:13]([NH:19][C:20]3[CH:25]=[CH:24][C:23]([F:26])=[C:22]([Cl:27])[CH:21]=3)=[N:14][CH:15]=[N:16]2)=[CH:11][C:10]=1[NH:28][C:29](=[O:34])/[CH:30]=[CH:31]/[CH2:32][N:35]1[CH2:40][CH2:39][CH2:38][CH2:37][CH2:36]1. The catalyst class is: 10. (5) The catalyst class is: 2. Reactant: [O:1]([C:8]1[CH:13]=[CH:12][CH:11]=[CH:10][C:9]=1[C:14]12[CH2:21][CH2:20][C:17]([CH2:22][CH:23]=[O:24])([CH2:18][CH2:19]1)[CH2:16][O:15]2)[C:2]1[CH:7]=[CH:6][CH:5]=[CH:4][CH:3]=1.CC(C[AlH]CC(C)C)C. Product: [O:1]([C:8]1[CH:13]=[CH:12][CH:11]=[CH:10][C:9]=1[C:14]12[CH2:21][CH2:20][C:17]([CH2:22][CH2:23][OH:24])([CH2:18][CH2:19]1)[CH2:16][O:15]2)[C:2]1[CH:3]=[CH:4][CH:5]=[CH:6][CH:7]=1.